This data is from Full USPTO retrosynthesis dataset with 1.9M reactions from patents (1976-2016). The task is: Predict the reactants needed to synthesize the given product. Given the product [CH2:1]([O:8][CH2:9][C@@H:10]1[CH2:13][C@H:12]([O:14][Si:20]([C:23]([CH3:26])([CH3:25])[CH3:24])([CH3:22])[CH3:21])[CH2:11]1)[C:2]1[CH:7]=[CH:6][CH:5]=[CH:4][CH:3]=1, predict the reactants needed to synthesize it. The reactants are: [CH2:1]([O:8][CH2:9][C@@H:10]1[CH2:13][C@H:12]([OH:14])[CH2:11]1)[C:2]1[CH:7]=[CH:6][CH:5]=[CH:4][CH:3]=1.N1C=CN=C1.[Si:20](Cl)([C:23]([CH3:26])([CH3:25])[CH3:24])([CH3:22])[CH3:21].